From a dataset of NCI-60 drug combinations with 297,098 pairs across 59 cell lines. Regression. Given two drug SMILES strings and cell line genomic features, predict the synergy score measuring deviation from expected non-interaction effect. (1) Drug 1: C1=CC(=CC=C1CCC2=CNC3=C2C(=O)NC(=N3)N)C(=O)NC(CCC(=O)O)C(=O)O. Drug 2: CN1C(=O)N2C=NC(=C2N=N1)C(=O)N. Cell line: NCI/ADR-RES. Synergy scores: CSS=15.0, Synergy_ZIP=1.04, Synergy_Bliss=2.37, Synergy_Loewe=-14.1, Synergy_HSA=-1.80. (2) Drug 1: C1=CC(=CC=C1CCC2=CNC3=C2C(=O)NC(=N3)N)C(=O)NC(CCC(=O)O)C(=O)O. Drug 2: CC(C1=C(C=CC(=C1Cl)F)Cl)OC2=C(N=CC(=C2)C3=CN(N=C3)C4CCNCC4)N. Cell line: EKVX. Synergy scores: CSS=4.12, Synergy_ZIP=-1.77, Synergy_Bliss=-1.48, Synergy_Loewe=-2.60, Synergy_HSA=-3.13. (3) Drug 1: CC(C1=C(C=CC(=C1Cl)F)Cl)OC2=C(N=CC(=C2)C3=CN(N=C3)C4CCNCC4)N. Drug 2: COC1=C(C=C2C(=C1)N=CN=C2NC3=CC(=C(C=C3)F)Cl)OCCCN4CCOCC4. Cell line: NCI-H522. Synergy scores: CSS=44.8, Synergy_ZIP=5.08, Synergy_Bliss=7.84, Synergy_Loewe=3.80, Synergy_HSA=8.35. (4) Drug 1: CC1=C(C(CCC1)(C)C)C=CC(=CC=CC(=CC(=O)O)C)C. Drug 2: CC1=C(C(=CC=C1)Cl)NC(=O)C2=CN=C(S2)NC3=CC(=NC(=N3)C)N4CCN(CC4)CCO. Cell line: CAKI-1. Synergy scores: CSS=30.3, Synergy_ZIP=9.87, Synergy_Bliss=14.9, Synergy_Loewe=11.5, Synergy_HSA=12.7. (5) Drug 1: CC1C(C(CC(O1)OC2CC(CC3=C2C(=C4C(=C3O)C(=O)C5=C(C4=O)C(=CC=C5)OC)O)(C(=O)CO)O)N)O.Cl. Drug 2: C(CCl)NC(=O)N(CCCl)N=O. Cell line: NCI-H460. Synergy scores: CSS=21.4, Synergy_ZIP=-6.76, Synergy_Bliss=-10.7, Synergy_Loewe=-54.1, Synergy_HSA=-11.3. (6) Synergy scores: CSS=-6.77, Synergy_ZIP=3.45, Synergy_Bliss=0.194, Synergy_Loewe=-3.06, Synergy_HSA=-5.14. Drug 2: C1CN(P(=O)(OC1)NCCCl)CCCl. Cell line: SK-OV-3. Drug 1: C1=CN(C=N1)CC(O)(P(=O)(O)O)P(=O)(O)O. (7) Drug 1: CC(C1=C(C=CC(=C1Cl)F)Cl)OC2=C(N=CC(=C2)C3=CN(N=C3)C4CCNCC4)N. Drug 2: C1CC(C1)(C(=O)O)C(=O)O.[NH2-].[NH2-].[Pt+2]. Cell line: COLO 205. Synergy scores: CSS=25.4, Synergy_ZIP=1.18, Synergy_Bliss=4.71, Synergy_Loewe=-4.26, Synergy_HSA=2.71.